Dataset: Full USPTO retrosynthesis dataset with 1.9M reactions from patents (1976-2016). Task: Predict the reactants needed to synthesize the given product. (1) The reactants are: C[N:2]1[C@@H:7]2[CH2:8][C:9]3C=CC(OC)=C4O[C@H:18]5[C@@H:19](O)[CH:20]=C[C@@H]2[C@:5]5(C=34)[CH2:4][CH2:3]1.[N+:23](C=CC1C=CC=CC=1)([O-])=O.Cl.CC([O-])=O.[Na+]. Given the product [CH2:5]1[CH2:4][CH2:3][N:2]2[C:20](=[N:23][CH2:9][CH2:8][CH2:7]2)[CH2:19][CH2:18]1, predict the reactants needed to synthesize it. (2) Given the product [C:20]([C:2]1[C:11]2[C:6](=[CH:7][C:8]([OH:12])=[CH:9][CH:10]=2)[CH:5]=[C:4]([NH:13][C:14]2[CH:18]=[C:17]([CH3:19])[NH:16][N:15]=2)[N:3]=1)([CH3:22])=[CH2:21], predict the reactants needed to synthesize it. The reactants are: Br[C:2]1[C:11]2[C:6](=[CH:7][C:8]([OH:12])=[CH:9][CH:10]=2)[CH:5]=[C:4]([NH:13][C:14]2[CH:18]=[C:17]([CH3:19])[NH:16][N:15]=2)[N:3]=1.[C:20](B1OC(C)(C)C(C)(C)O1)([CH3:22])=[CH2:21]. (3) Given the product [CH3:16][S:15][C:4]1[N:3]=[C:2]([NH2:17])[CH:7]=[C:6]([CH2:8][C:9]2[CH:14]=[CH:13][CH:12]=[CH:11][CH:10]=2)[N:5]=1, predict the reactants needed to synthesize it. The reactants are: Cl[C:2]1[CH:7]=[C:6]([CH2:8][C:9]2[CH:14]=[CH:13][CH:12]=[CH:11][CH:10]=2)[N:5]=[C:4]([S:15][CH3:16])[N:3]=1.[NH3:17]. (4) Given the product [OH:39][CH:40]([C:64]1[CH:69]=[CH:68][C:67]([C:70]([CH2:77][OH:78])([CH2:76][CH2:3][CH2:2][CH3:26])[C:71]([O:73][CH3:74])=[O:72])=[CH:66][CH:65]=1)[CH2:41][CH2:42][CH2:43][N:44]1[CH2:49][CH2:48][CH:47]([C:50]([OH:63])([C:57]2[CH:58]=[CH:59][CH:60]=[CH:61][CH:62]=2)[C:51]2[CH:52]=[CH:53][CH:54]=[CH:55][CH:56]=2)[CH2:46][CH2:45]1, predict the reactants needed to synthesize it. The reactants are: O[CH:2]([C:26]1C=CC(C(CO)(C)C(O)=O)=CC=1)[CH2:3]CCN1CCC(C(O)(C2C=CC=CC=2)C2C=CC=CC=2)CC1.[OH:39][CH:40]([C:64]1[CH:69]=[CH:68][C:67]([C:70]([CH2:77][OH:78])([CH3:76])[C:71]([O:73][CH2:74]C)=[O:72])=[CH:66][CH:65]=1)[CH2:41][CH2:42][CH2:43][N:44]1[CH2:49][CH2:48][CH:47]([C:50]([OH:63])([C:57]2[CH:62]=[CH:61][CH:60]=[CH:59][CH:58]=2)[C:51]2[CH:56]=[CH:55][CH:54]=[CH:53][CH:52]=2)[CH2:46][CH2:45]1.[OH-].[Na+].Cl.